This data is from Full USPTO retrosynthesis dataset with 1.9M reactions from patents (1976-2016). The task is: Predict the reactants needed to synthesize the given product. (1) Given the product [NH2:19][C:15]1[C:14]2[N:20]=[C:21]([CH2:27][O:28][CH2:29][CH3:30])[N:22]([NH:23][CH:24]([CH3:26])[CH3:25])[C:13]=2[C:12]2[CH:11]=[CH:10][C:9]([OH:8])=[CH:18][C:17]=2[N:16]=1, predict the reactants needed to synthesize it. The reactants are: C([O:8][C:9]1[CH:10]=[CH:11][C:12]2[C:13]3[N:22]([NH:23][CH:24]([CH3:26])[CH3:25])[C:21]([CH2:27][O:28][CH2:29][CH3:30])=[N:20][C:14]=3[C:15]([NH2:19])=[N:16][C:17]=2[CH:18]=1)C1C=CC=CC=1. (2) The reactants are: [F:1][C:2]1[C:7]2[NH:8][C:9](=[O:13])[O:10][C:11](=[O:12])[C:6]=2[CH:5]=[CH:4][CH:3]=1.[C:14]([O-])([O-])=O.[Na+].[Na+].CI. Given the product [F:1][C:2]1[C:7]2[N:8]([CH3:14])[C:9](=[O:13])[O:10][C:11](=[O:12])[C:6]=2[CH:5]=[CH:4][CH:3]=1, predict the reactants needed to synthesize it. (3) Given the product [Cl:1][C:2]1[CH:7]=[CH:6][C:5]([C:8]2[CH:13]=[CH:12][CH:11]=[CH:10][C:9]=2[O:14][C@@H:15]([CH3:20])[C:16]([OH:18])=[O:17])=[CH:4][C:3]=1[C:21]([NH:23][CH2:24][C:25]12[CH2:32][CH:31]3[CH2:33][CH:27]([CH2:28][CH:29]([CH2:30]3)[CH2:34]1)[CH2:26]2)=[O:22], predict the reactants needed to synthesize it. The reactants are: [Cl:1][C:2]1[CH:7]=[CH:6][C:5]([C:8]2[CH:13]=[CH:12][CH:11]=[CH:10][C:9]=2[O:14][C@@H:15]([CH3:20])[C:16]([O:18]C)=[O:17])=[CH:4][C:3]=1[C:21]([NH:23][CH2:24][C:25]12[CH2:34][CH:29]3[CH2:30][CH:31]([CH2:33][CH:27]([CH2:28]3)[CH2:26]1)[CH2:32]2)=[O:22].Cl.